The task is: Predict which catalyst facilitates the given reaction.. This data is from Catalyst prediction with 721,799 reactions and 888 catalyst types from USPTO. (1) Reactant: [F:1][C:2]1[CH:7]=[CH:6][C:5]([CH:8](O)[CH:9]([CH2:13][C:14]2[CH:19]=[CH:18][CH:17]=[C:16]([O:20][C:21]([F:26])([F:25])[CH:22]([F:24])[F:23])[N:15]=2)C(O)=O)=[CH:4][CH:3]=1.C1(P(N=[N+]=[N-])(C2C=CC=CC=2)=[O:35])C=CC=CC=1.C([N:47]([CH2:50]C)CC)C.[OH2:52]. Product: [F:1][C:2]1[CH:3]=[CH:4][C:5]([CH:8]2[O:52][C:50](=[O:35])[NH:47][CH:9]2[CH2:13][C:14]2[CH:19]=[CH:18][CH:17]=[C:16]([O:20][C:21]([F:25])([F:26])[CH:22]([F:23])[F:24])[N:15]=2)=[CH:6][CH:7]=1. The catalyst class is: 7. (2) Reactant: [CH2:1]([O:8][CH:9]([CH2:13][C:14]1[CH:19]=[CH:18][CH:17]=[CH:16][C:15]=1[CH3:20])[CH2:10][CH2:11]O)[C:2]1[CH:7]=[CH:6][CH:5]=[CH:4][CH:3]=1.CCN(S(F)(F)[F:27])CC. Product: [CH2:1]([O:8][CH:9]([CH2:10][CH2:11][F:27])[CH2:13][C:14]1[CH:19]=[CH:18][CH:17]=[CH:16][C:15]=1[CH3:20])[C:2]1[CH:7]=[CH:6][CH:5]=[CH:4][CH:3]=1. The catalyst class is: 2.